Dataset: Full USPTO retrosynthesis dataset with 1.9M reactions from patents (1976-2016). Task: Predict the reactants needed to synthesize the given product. Given the product [F:31][C:32]1[CH:37]=[CH:36][CH:35]=[CH:34][C:33]=1[C:2]1[S:6][C:5]([C:7]2[CH:8]=[CH:9][C:10]3[CH2:17][CH:16]4[C:18]5([CH2:22][N:21]([CH2:23][C:24]([F:27])([F:26])[F:25])[S:20](=[O:29])(=[O:28])[NH:19]5)[CH:13]([CH2:14][CH2:15]4)[CH2:12][C:11]=3[CH:30]=2)=[N:4][CH:3]=1, predict the reactants needed to synthesize it. The reactants are: Br[C:2]1[S:6][C:5]([C:7]2[CH:8]=[CH:9][C:10]3[CH2:17][CH:16]4[C:18]5([CH2:22][N:21]([CH2:23][C:24]([F:27])([F:26])[F:25])[S:20](=[O:29])(=[O:28])[NH:19]5)[CH:13]([CH2:14][CH2:15]4)[CH2:12][C:11]=3[CH:30]=2)=[N:4][CH:3]=1.[F:31][C:32]1[CH:37]=[CH:36][CH:35]=[CH:34][C:33]=1B(O)O.